Dataset: Experimentally validated miRNA-target interactions with 360,000+ pairs, plus equal number of negative samples. Task: Binary Classification. Given a miRNA mature sequence and a target amino acid sequence, predict their likelihood of interaction. (1) The miRNA is hsa-miR-1307-5p with sequence UCGACCGGACCUCGACCGGCU. The protein sequence of the target gene is MGMCSRQERIQKDIDVVIQKSRAEKDCLFADFRYSDSTFTFTYVGGPRSVSYSVHVSEDYPDNTYVSSSENDEDVLVTTEPIPVIFHRIATELRKTNDINCCLSIKSKLQKENGEESRQNSTVEEDSEGDNDSEEFYYGGQVNYDGELHKHPQLEADLSAVREIYGPHAVSLREYGAIDDVDIDLHIDVSFLDEEIAVAWEVIRTEPIIVRLHCSLTQYLNGPVPTVDVFQISTKERFGLGHQLKKIMQTFVTQQWKQSKEKSNCLHNKKLSEKKVKSPLHLFSTLRRSPSYPPPGCGKS.... Result: 0 (no interaction). (2) The miRNA is mmu-miR-297a-5p with sequence AUGUAUGUGUGCAUGUGCAUGU. The protein sequence of the target gene is MGDIKNFLYAWCGKRKMTPAYEIRAVGNKNRQKFMCEVRVEGFNYAGMGNSTNKKDAQSNAARDFVNYLVRINEVKSEEVPAVGIVPPPPILSDTSDSTASAAEGLPAPMGGPLPPHLALKAEENNSGVESSGYGSPGPTWDRGANLKDYYSRKEEQEVQATLESEEVDLNAGLHGNWTLENAKARLNQYFQKEKIQGEYKYTQVGPDHNRSFIAEMTIYIKQLGRRIFAREHGSNKKLAAQSCALSLVRQLYHLGVIEAYSGLTKKKEGERVEPYKVFLSPDLELQLQNVVQELDLEIV.... Result: 1 (interaction). (3) The miRNA is hsa-miR-423-5p with sequence UGAGGGGCAGAGAGCGAGACUUU. Result: 1 (interaction). The protein sequence of the target gene is MASKGLQDLKQQVEGTAQEAVSAAGAAAQQVVDQATEAGQKAMDQLAKTTQETIDKTANQASDTFSGIGKKFGLLK. (4) The miRNA is hsa-miR-769-5p with sequence UGAGACCUCUGGGUUCUGAGCU. The protein sequence of the target gene is MSCLMVERCGEVLFESPEQSVKCVCMLGDVRLRGQTGVPAERRGSYPFIDFRLLNNTTHSGEIGTKKKVKRLLSFQRYFHASRLLRGIIPQAPLHLLDEDYLGQARHMLSKVGTWDFDIFLFDRLTNGNSLVTLLCHLFNSHGLIHHFKLDMVTLHRFLVMVQEDYHGHNPYHNAVHAADVTQAMHCYLKEPKLASFLTPLDIMLGLLAAAAHDVDHPGVNQPFLIKTNHHLANLYQNMSVLENHHWRSTIGMLRESRLLAHLPKEMTQDIEQQLGSLILATDINRQNEFLTRLKAHLHN.... Result: 0 (no interaction). (5) The miRNA is hsa-miR-6798-5p with sequence CCAGGGGGAUGGGCGAGCUUGGG. The protein sequence of the target gene is MNSKGQYPTQPTYPVQPPGNPVYPQTLHLPQAPPYTDAPPAYSELYRPSFVHPGAATVPTMSAAFPGASLYLPMAQSVAVGPLGSTIPMAYYPVGPIYPPGSAVLVEGGYDAGARFGAGATAGNIPPPPPGCPPNAAQLAVMQGANVLVTQRKGNFFMGGSDGGYTIW. Result: 0 (no interaction). (6) The miRNA is hsa-miR-6507-5p with sequence GAAGAAUAGGAGGGACUUUGU. The protein sequence of the target gene is MSRPQGLLWLPLLFTPVCVMLNSNVLLWLTALAIKFTLIDSQAQYPVVNTNYGKIRGLRTPLPNEILGPVEQYLGVPYASPPTGERRFQPPEPPSSWTGIRNTTQFAAVCPQHLDERSLLHDMLPIWFTANLDTLMTYVQDQNEDCLYLNIYVPTEDDIHDQNSKKPVMVYIHGGSYMEGTGNMIDGSILASYGNVIVITINYRLGILGFLSTGDQAAKGNYGLLDQIQALRWIEENVGAFGGDPKRVTIFGSGAGASCVSLLTLSHYSEGLFQKAIIQSGTALSSWAVNYQPAKYTRIL.... Result: 1 (interaction).